Predict the reaction yield, written as a fraction of the theoretical maximum amount of product (1.0 means a 100% yield; for example, 0.34 means a 34% yield). From a dataset of Reaction yield outcomes from USPTO patents with 853,638 reactions. (1) The reactants are [CH3:1][C:2]1[C:6]([C:7]([O:9][CH3:10])=[O:8])=[CH:5][NH:4][N:3]=1.[F:11][C:12]1[CH:17]=[CH:16][C:15](B(O)O)=[C:14]([CH3:21])[CH:13]=1. No catalyst specified. The product is [F:11][C:12]1[CH:17]=[CH:16][C:15]([N:4]2[CH:5]=[C:6]([C:7]([O:9][CH3:10])=[O:8])[C:2]([CH3:1])=[N:3]2)=[C:14]([CH3:21])[CH:13]=1. The yield is 0.680. (2) The reactants are [CH2:1]([O:8][C:9]1[CH:14]=[CH:13][C:12]([Br:15])=[CH:11][C:10]=1[O:16][CH3:17])[C:2]1[CH:7]=[CH:6][CH:5]=[CH:4][CH:3]=1.[N+:18]([O-])([OH:20])=[O:19]. The catalyst is C(O)(=O)C. The product is [CH2:1]([O:8][C:9]1[CH:14]=[C:13]([N+:18]([O-:20])=[O:19])[C:12]([Br:15])=[CH:11][C:10]=1[O:16][CH3:17])[C:2]1[CH:3]=[CH:4][CH:5]=[CH:6][CH:7]=1. The yield is 0.970. (3) The reactants are Cl[C:2]1[N:7]=[C:6]([N:8]2[C:16]3[C:11](=[CH:12][CH:13]=[CH:14][CH:15]=3)[CH2:10][CH2:9]2)[N:5]=[C:4]([NH2:17])[N:3]=1.[C-:18]#[N:19].[K+].C1OCCOCCOCCOCCOCCOC1. The catalyst is CN(C=O)C.CCOC(C)=O. The product is [NH2:17][C:4]1[N:5]=[C:6]([N:8]2[C:16]3[C:11](=[CH:12][CH:13]=[CH:14][CH:15]=3)[CH2:10][CH2:9]2)[N:7]=[C:2]([C:18]#[N:19])[N:3]=1. The yield is 0.260. (4) The reactants are [CH3:1][C:2]1([CH3:9])[CH2:7][CH2:6][CH2:5][C:4](=O)[CH2:3]1.[CH2:10]([NH2:17])[C:11]1[CH:16]=[CH:15][CH:14]=[CH:13][CH:12]=1.C(O[BH-](OC(=O)C)OC(=O)C)(=O)C.[Na+].C(O)(=O)C. The catalyst is C1C=CC=CC=1.O. The product is [CH2:10]([NH:17][CH:4]1[CH2:5][CH2:6][CH2:7][C:2]([CH3:9])([CH3:1])[CH2:3]1)[C:11]1[CH:16]=[CH:15][CH:14]=[CH:13][CH:12]=1. The yield is 0.190. (5) The reactants are O.[NH2:2]N.C[N:5](/[CH:7]=[N:8]/[C:9]([C:11]1[C:19]2[N:18]=[C:17]([CH3:20])[N:16]([CH2:21][C:22]3[C:31]4[C:26](=[CH:27][CH:28]=[CH:29][CH:30]=4)[CH:25]=[CH:24][CH:23]=3)[C:15]=2[CH:14]=[C:13]([N:32]2[CH2:37][CH2:36][O:35][CH2:34][CH2:33]2)[CH:12]=1)=O)C.C([O-])([O-])=O.[Na+].[Na+]. The catalyst is C(O)(=O)C. The product is [CH3:20][C:17]1[N:16]([CH2:21][C:22]2[C:31]3[C:26](=[CH:27][CH:28]=[CH:29][CH:30]=3)[CH:25]=[CH:24][CH:23]=2)[C:15]2[CH:14]=[C:13]([N:32]3[CH2:33][CH2:34][O:35][CH2:36][CH2:37]3)[CH:12]=[C:11]([C:9]3[N:8]=[CH:7][NH:5][N:2]=3)[C:19]=2[N:18]=1. The yield is 0.720. (6) The reactants are [N:1]([C:4]1[CH:11]=[CH:10][C:7]([C:8]#[N:9])=[C:6]([C:12]([F:15])([F:14])[F:13])[CH:5]=1)=[C:2]=[S:3].[CH3:16][C:17]1[CH:22]=[CH:21][C:20]([NH:23][C:24]2([C:28]#[N:29])[CH2:27][CH2:26][CH2:25]2)=[CH:19][CH:18]=1. The yield is 0.520. The catalyst is CN(C=O)C. The product is [NH:29]=[C:28]1[C:24]2([CH2:27][CH2:26][CH2:25]2)[N:23]([C:20]2[CH:19]=[CH:18][C:17]([CH3:16])=[CH:22][CH:21]=2)[C:2](=[S:3])[N:1]1[C:4]1[CH:11]=[CH:10][C:7]([C:8]#[N:9])=[C:6]([C:12]([F:13])([F:15])[F:14])[CH:5]=1. (7) The reactants are [CH3:1][CH:2]([C:7]1[CH:8]=[C:9]2[C:14](=[CH:15][CH:16]=1)[CH:13]=[C:12]([OH:17])[C:11]([S:18][CH3:19])=[CH:10]2)[CH2:3][CH2:4][CH2:5][CH3:6].N1C=CC=CC=1.[F:26][C:27]([F:40])([F:39])[S:28](O[S:28]([C:27]([F:40])([F:39])[F:26])(=[O:30])=[O:29])(=[O:30])=[O:29]. The catalyst is ClCCl.O.Cl. The product is [F:26][C:27]([F:40])([F:39])[S:28]([O:17][C:12]1[C:11]([S:18][CH3:19])=[CH:10][C:9]2[C:14](=[CH:15][CH:16]=[C:7]([CH:2]([CH3:1])[CH2:3][CH2:4][CH2:5][CH3:6])[CH:8]=2)[CH:13]=1)(=[O:30])=[O:29]. The yield is 0.870. (8) The reactants are [Br:1][C:2]1[N:3]=[C:4]([S:11][CH3:12])[C:5]2[N:6]([CH:8]=[CH:9][N:10]=2)[CH:7]=1.C1C(=O)N([I:20])C(=O)C1. The catalyst is CN(C=O)C. The product is [Br:1][C:2]1[N:3]=[C:4]([S:11][CH3:12])[C:5]2[N:6]([C:8]([I:20])=[CH:9][N:10]=2)[CH:7]=1. The yield is 0.801.